Dataset: Forward reaction prediction with 1.9M reactions from USPTO patents (1976-2016). Task: Predict the product of the given reaction. (1) Given the reactants [F:1][C:2]1[CH:36]=[CH:35][C:5]([O:6][C:7]2[C:16]([C:17]3[CH:18]=[N:19][N:20]([CH:22]4[CH2:27][CH2:26][NH:25][CH2:24][CH:23]4[O:28][CH3:29])[CH:21]=3)=[CH:15][CH:14]=[C:13]3[C:8]=2[CH2:9][CH2:10][C@H:11]([CH3:34])[N:12]3[C:30]([O:32][CH3:33])=[O:31])=[CH:4][CH:3]=1.[CH2:37]=O, predict the reaction product. The product is: [F:1][C:2]1[CH:3]=[CH:4][C:5]([O:6][C:7]2[C:16]([C:17]3[CH:18]=[N:19][N:20]([CH:22]4[CH2:27][CH2:26][N:25]([CH3:37])[CH2:24][CH:23]4[O:28][CH3:29])[CH:21]=3)=[CH:15][CH:14]=[C:13]3[C:8]=2[CH2:9][CH2:10][C@H:11]([CH3:34])[N:12]3[C:30]([O:32][CH3:33])=[O:31])=[CH:35][CH:36]=1. (2) Given the reactants C([O:5][C:6](=[O:41])[CH2:7][CH2:8][O:9][C:10]1[C:15]([C:16]2[CH:17]=[N:18][C:19]([NH:31][C:32](=[O:36])[NH:33][CH2:34][CH3:35])=[CH:20][C:21]=2[C:22]2[S:23][CH:24]=[C:25]([C:27]([F:30])([F:29])[F:28])[N:26]=2)=[CH:14][C:13]([C:37]([O:39][CH3:40])=[O:38])=[CH:12][N:11]=1)(C)(C)C.FC(F)(F)C(O)=O, predict the reaction product. The product is: [CH2:34]([NH:33][C:32]([NH:31][C:19]1[N:18]=[CH:17][C:16]([C:15]2[C:10]([O:9][CH2:8][CH2:7][C:6]([OH:41])=[O:5])=[N:11][CH:12]=[C:13]([C:37]([O:39][CH3:40])=[O:38])[CH:14]=2)=[C:21]([C:22]2[S:23][CH:24]=[C:25]([C:27]([F:28])([F:30])[F:29])[N:26]=2)[CH:20]=1)=[O:36])[CH3:35]. (3) Given the reactants [F:1][C:2]1[C:3]([O:13][CH3:14])=[C:4]([Si:9]([CH3:12])([CH3:11])[CH3:10])[C:5]([F:8])=[CH:6][CH:7]=1.[Cl:15]C(Cl)(F)C(Cl)(F)F, predict the reaction product. The product is: [Cl:15][C:7]1[CH:6]=[C:5]([F:8])[C:4]([Si:9]([CH3:10])([CH3:12])[CH3:11])=[C:3]([O:13][CH3:14])[C:2]=1[F:1]. (4) Given the reactants [Br:1][C:2]1[CH:7]=[CH:6][C:5]([OH:8])=[CH:4][N:3]=1.C(=O)([O-])[O-].[Cs+].[Cs+].Br[CH2:16][CH2:17][O:18][CH:19]1[CH2:24][CH2:23][CH2:22][CH2:21][O:20]1, predict the reaction product. The product is: [Br:1][C:2]1[CH:7]=[CH:6][C:5]([O:8][CH2:16][CH2:17][O:18][CH:19]2[CH2:24][CH2:23][CH2:22][CH2:21][O:20]2)=[CH:4][N:3]=1. (5) Given the reactants [Cl:1][C:2]1[C:7]([N:8]2[CH2:13][CH2:12][N:11]([CH2:14][CH2:15][N:16]([CH3:26])[S:17]([C:20]3[CH:21]=[N:22][N:23]([CH3:25])[CH:24]=3)(=[O:19])=[O:18])[CH2:10][CH2:9]2)=[CH:6][CH:5]=[CH:4][N:3]=1.CC1(C)C(C)(C)OB([C:35]2[CH:44]=[CH:43][C:38]([NH:39][C:40](=[O:42])[CH3:41])=[CH:37][CH:36]=2)O1.C(=O)([O-])[O-].[K+].[K+].CC(C)=O, predict the reaction product. The product is: [ClH:1].[ClH:1].[CH3:26][N:16]([S:17]([C:20]1[CH:21]=[N:22][N:23]([CH3:25])[CH:24]=1)(=[O:19])=[O:18])[CH2:15][CH2:14][N:11]1[CH2:12][CH2:13][N:8]([C:7]2[C:2]([C:35]3[CH:44]=[CH:43][C:38]([NH:39][C:40](=[O:42])[CH3:41])=[CH:37][CH:36]=3)=[N:3][CH:4]=[CH:5][CH:6]=2)[CH2:9][CH2:10]1. (6) The product is: [F:1][C:2]1[CH:35]=[CH:34][C:33]([F:36])=[CH:32][C:3]=1[O:4][C:5]1[C:19]([O:20][C:21]2[CH:22]=[N:23][C:24]([S:27]([CH2:30][CH3:31])(=[O:29])=[O:28])=[CH:25][CH:26]=2)=[CH:18][C:8]2[NH:9][C:10]([C:12]3[CH:17]=[N:40][CH:15]=[CH:14][N:13]=3)=[N:11][C:7]=2[CH:6]=1. Given the reactants [F:1][C:2]1[CH:35]=[CH:34][C:33]([F:36])=[CH:32][C:3]=1[O:4][C:5]1[C:19]([O:20][C:21]2[CH:22]=[N:23][C:24]([S:27]([CH2:30][CH3:31])(=[O:29])=[O:28])=[CH:25][CH:26]=2)=[CH:18][C:8]2[NH:9][C:10]([C:12]3[CH:17]=C[CH:15]=[CH:14][N:13]=3)=[N:11][C:7]=2[CH:6]=1.COC(C1C=NC=CN=1)=[NH:40], predict the reaction product.